From a dataset of Full USPTO retrosynthesis dataset with 1.9M reactions from patents (1976-2016). Predict the reactants needed to synthesize the given product. Given the product [F:12][C:13]1[CH:18]=[C:17]([C:19]2[NH:1][N:2]=[C:3]([C:5]3[CH:10]=[CH:9][CH:8]=[C:7]([CH3:11])[N:6]=3)[N:4]=2)[CH:16]=[CH:15][C:14]=1[C:21]1[CH:22]=[CH:23][CH:24]=[CH:25][CH:26]=1, predict the reactants needed to synthesize it. The reactants are: [NH2:1][NH:2][C:3]([C:5]1[CH:10]=[CH:9][CH:8]=[C:7]([CH3:11])[N:6]=1)=[NH:4].[F:12][C:13]1[CH:18]=[C:17]([CH:19]=O)[CH:16]=[CH:15][C:14]=1[C:21]1[CH:26]=[CH:25][CH:24]=[CH:23][CH:22]=1.